From a dataset of Catalyst prediction with 721,799 reactions and 888 catalyst types from USPTO. Predict which catalyst facilitates the given reaction. (1) Reactant: [O:1]1[C:5]2[C:6]([C:10](O)=[O:11])=[CH:7][CH:8]=[CH:9][C:4]=2[CH2:3][CH2:2]1. Product: [O:1]1[C:5]2[C:6]([CH2:10][OH:11])=[CH:7][CH:8]=[CH:9][C:4]=2[CH2:3][CH2:2]1. The catalyst class is: 1. (2) Reactant: [NH2:1][C:2]1[CH:3]=[C:4]([C:8]#[C:9][C:10]2[CH:15]=[CH:14][N:13]=[C:12]([NH:16][C:17](=[O:23])[O:18][C:19]([CH3:22])([CH3:21])[CH3:20])[CH:11]=2)[CH:5]=[CH:6][CH:7]=1. Product: [NH2:1][C:2]1[CH:3]=[C:4]([CH2:8][CH2:9][C:10]2[CH:15]=[CH:14][N:13]=[C:12]([NH:16][C:17](=[O:23])[O:18][C:19]([CH3:21])([CH3:20])[CH3:22])[CH:11]=2)[CH:5]=[CH:6][CH:7]=1. The catalyst class is: 687. (3) Reactant: Br[CH2:2][C:3]1[CH:12]=[CH:11][C:6]([C:7]([O:9][CH3:10])=[O:8])=[CH:5][N:4]=1.[CH3:13][O-:14].[Na+].[Na]. Product: [CH3:13][O:14][CH2:2][C:3]1[CH:12]=[CH:11][C:6]([C:7]([O:9][CH3:10])=[O:8])=[CH:5][N:4]=1. The catalyst class is: 5. (4) Reactant: [C:1]([C:5]1[CH:6]=[C:7]([CH:14]=[C:15]([O:17][CH2:18][CH2:19][O:20][CH3:21])[CH:16]=1)[C:8](N(OC)C)=[O:9])([CH3:4])([CH3:3])[CH3:2].[CH3:22][Mg]Br.Cl. Product: [C:1]([C:5]1[CH:6]=[C:7]([C:8](=[O:9])[CH3:22])[CH:14]=[C:15]([O:17][CH2:18][CH2:19][O:20][CH3:21])[CH:16]=1)([CH3:2])([CH3:3])[CH3:4]. The catalyst class is: 20. (5) Product: [F:14][C:15]([F:21])([F:20])[S:16]([O-:19])(=[O:18])=[O:17].[S:1](=[CH:4][CH2:5][CH2:6][CH2:7][N+:8]1[CH:12]=[CH:11][N:10]([CH3:13])[CH:9]=1)(=[O:3])=[O:2]. The catalyst class is: 11. Reactant: [S:1](=[CH:4][CH2:5][CH2:6][CH2:7][N+:8]1[CH:12]=[CH:11][N:10]([CH3:13])[CH:9]=1)(=[O:3])=[O:2].[F:14][C:15]([F:21])([F:20])[S:16]([OH:19])(=[O:18])=[O:17]. (6) Reactant: [N:1]1[CH:2]=[CH:3][N:4]2[CH:9]=[C:8]([CH:10]=O)[CH:7]=[CH:6][C:5]=12.[CH2:12]1[S:18][C:16](=[O:17])[NH:15][C:13]1=[O:14].C([O-])(=O)C.[Na+]. Product: [N:1]1[CH:2]=[CH:3][N:4]2[CH:9]=[C:8](/[CH:10]=[C:12]3/[C:13](=[O:14])[NH:15][C:16](=[O:17])[S:18]/3)[CH:7]=[CH:6][C:5]=12. The catalyst class is: 15. (7) Reactant: [CH3:1][C:2]1[CH:7]=[CH:6][CH:5]=[C:4]([CH3:8])[C:3]=1[NH:9][C:10](=[O:18])[CH2:11][N:12]1[CH2:17][CH2:16][NH:15][CH2:14][CH2:13]1.[CH3:19][O:20][C:21]1[CH:31]=[CH:30][CH:29]=[CH:28][C:22]=1[O:23][CH2:24][CH:25]1[O:27][CH2:26]1.C(O)(C)C. Product: [CH3:1][C:2]1[C:3]([NH:9][C:10]([CH2:11][N:12]2[CH2:13][CH2:14][N:15]([CH2:26][CH:25]([OH:27])[CH2:24][O:23][C:22]3[CH:28]=[CH:29][CH:30]=[CH:31][C:21]=3[O:20][CH3:19])[CH2:16][CH2:17]2)=[O:18])=[C:4]([CH3:8])[CH:5]=[CH:6][CH:7]=1. The catalyst class is: 21. (8) Reactant: [CH2:1]=[N:2][CH2:3][CH2:4][OH:5].[Cl:6][C:7]1[CH:8]=[C:9]([CH:24]=[CH:25][C:26]=1[Cl:27])[CH2:10][N:11]([CH3:23])[C:12](=[O:22])[CH:13]=[C:14]1[C:18](=[O:19])OC(C)(C)[O:15]1. Product: [Cl:6][C:7]1[CH:8]=[C:9]([CH:24]=[CH:25][C:26]=1[Cl:27])[CH2:10][N:11]([CH3:23])[C:12]([C:13]1[CH2:1][N:2]([CH2:3][CH2:4][OH:5])[C:18](=[O:19])[C:14]=1[OH:15])=[O:22]. The catalyst class is: 5. (9) Reactant: C[O:2][C:3](=[O:34])[C@@H:4]([NH:14][C:15]([C:17]1[S:18][C:19]([C:23](=[O:33])[NH:24][CH2:25][C:26]2[CH:31]=[CH:30][CH:29]=[C:28]([OH:32])[CH:27]=2)=[CH:20][C:21]=1[Br:22])=[O:16])[CH2:5][NH:6][C:7]([C:9]1[S:10][CH:11]=[CH:12][CH:13]=1)=[O:8].O.[OH-].[Li+].Cl. Product: [Br:22][C:21]1[CH:20]=[C:19]([C:23](=[O:33])[NH:24][CH2:25][C:26]2[CH:31]=[CH:30][CH:29]=[C:28]([OH:32])[CH:27]=2)[S:18][C:17]=1[C:15]([NH:14][C@@H:4]([CH2:5][NH:6][C:7]([C:9]1[S:10][CH:11]=[CH:12][CH:13]=1)=[O:8])[C:3]([OH:34])=[O:2])=[O:16]. The catalyst class is: 20. (10) Reactant: [CH2:1]([NH:3][C:4]1[CH:11]=[CH:10][C:7]([C:8]#[N:9])=[CH:6][C:5]=1[N+:12]([O-])=O)[CH3:2]. Product: [NH2:12][C:5]1[CH:6]=[C:7]([CH:10]=[CH:11][C:4]=1[NH:3][CH2:1][CH3:2])[C:8]#[N:9]. The catalyst class is: 350.